From a dataset of Reaction yield outcomes from USPTO patents with 853,638 reactions. Predict the reaction yield, written as a fraction of the theoretical maximum amount of product (1.0 means a 100% yield; for example, 0.34 means a 34% yield). (1) The yield is 0.720. The catalyst is N1C=CC=CC=1. The reactants are O=P(Cl)(Cl)Cl.[CH:6]([C:9]1[N:14]=[C:13]([C:15]([OH:17])=O)[CH:12]=[CH:11][CH:10]=1)([CH3:8])[CH3:7].[C:18]([C:21]1[C:26]([NH2:27])=[C:25]([CH3:28])[C:24]([O:29][CH3:30])=[CH:23][CH:22]=1)(=[O:20])[CH3:19].C(=O)(O)[O-].[Na+]. The product is [C:18]([C:21]1[C:26]([NH:27][C:15]([C:13]2[CH:12]=[CH:11][CH:10]=[C:9]([CH:6]([CH3:7])[CH3:8])[N:14]=2)=[O:17])=[C:25]([CH3:28])[C:24]([O:29][CH3:30])=[CH:23][CH:22]=1)(=[O:20])[CH3:19]. (2) The reactants are [F:1][C:2]1[CH:7]=[C:6]([F:8])[CH:5]=[CH:4][C:3]=1[C:9]1[CH:14]=[C:13]([N:15]2[C:19]3[CH:20]=[CH:21][C:22]([C:24]4[CH:25]=[N:26][N:27]([CH2:29][CH2:30][O:31]C5CCCCO5)[CH:28]=4)=[CH:23][C:18]=3[N:17]=[CH:16]2)[CH:12]=[C:11]([NH:38]C(=O)C)[CH:10]=1.C(Cl)(=O)C. The yield is 0.280. The catalyst is CO. The product is [NH2:38][C:11]1[CH:12]=[C:13]([N:15]2[C:19]3[CH:20]=[CH:21][C:22]([C:24]4[CH:25]=[N:26][N:27]([CH2:29][CH2:30][OH:31])[CH:28]=4)=[CH:23][C:18]=3[N:17]=[CH:16]2)[CH:14]=[C:9]([C:3]2[CH:4]=[CH:5][C:6]([F:8])=[CH:7][C:2]=2[F:1])[CH:10]=1. (3) The reactants are C(O[C:4](=[O:19])[C:5]([NH:7][C:8]1[CH:13]=[CH:12][C:11]([O:14][CH3:15])=[CH:10][C:9]=1[N+:16]([O-:18])=[O:17])=[O:6])C.C1(C)C=CC=CC=1.[CH2:27]([NH2:31])[CH2:28][CH2:29][CH3:30]. No catalyst specified. The product is [CH2:27]([NH:31][C:4](=[O:19])[C:5]([NH:7][C:8]1[CH:13]=[CH:12][C:11]([O:14][CH3:15])=[CH:10][C:9]=1[N+:16]([O-:18])=[O:17])=[O:6])[CH2:28][CH2:29][CH3:30]. The yield is 0.933.